The task is: Predict which catalyst facilitates the given reaction.. This data is from Catalyst prediction with 721,799 reactions and 888 catalyst types from USPTO. Reactant: [Cl:1][C:2]1[C:3](=[O:21])[N:4]([CH2:10][CH2:11][C:12]2[CH:20]=[CH:19][C:15]([C:16]([NH2:18])=O)=[CH:14][CH:13]=2)[C:5]([CH3:9])=[C:6]([Cl:8])[CH:7]=1.CN(C=O)C.S(Cl)(Cl)=O. Product: [Cl:1][C:2]1[C:3](=[O:21])[N:4]([CH2:10][CH2:11][C:12]2[CH:20]=[CH:19][C:15]([C:16]#[N:18])=[CH:14][CH:13]=2)[C:5]([CH3:9])=[C:6]([Cl:8])[CH:7]=1. The catalyst class is: 6.